From a dataset of Forward reaction prediction with 1.9M reactions from USPTO patents (1976-2016). Predict the product of the given reaction. (1) Given the reactants [Si]([O:8][CH2:9][CH:10]([C:33]1[CH:34]=[C:35]([CH:38]=[CH:39][CH:40]=1)[C:36]#[N:37])[O:11][N:12]=[C:13]1[CH2:18][CH2:17][N:16]([S:19]([C:22]2[CH:27]=[CH:26][C:25]([O:28][C:29]([F:32])([F:31])[F:30])=[CH:24][CH:23]=2)(=[O:21])=[O:20])[CH2:15][CH2:14]1)(C(C)(C)C)(C)C.O.[F-].C([N+](CCCC)(CCCC)CCCC)CCC, predict the reaction product. The product is: [OH:8][CH2:9][CH:10]([C:33]1[CH:34]=[C:35]([CH:38]=[CH:39][CH:40]=1)[C:36]#[N:37])[O:11][N:12]=[C:13]1[CH2:18][CH2:17][N:16]([S:19]([C:22]2[CH:23]=[CH:24][C:25]([O:28][C:29]([F:31])([F:30])[F:32])=[CH:26][CH:27]=2)(=[O:21])=[O:20])[CH2:15][CH2:14]1. (2) Given the reactants N(C(OC(C)C)=O)=NC(OC(C)C)=O.[CH3:15][C:16]1[CH:21]=[C:20]([N+:22]([O-:24])=[O:23])[CH:19]=[C:18]([CH3:25])[C:17]=1[OH:26].[CH3:27][N:28]([CH3:32])[CH2:29][CH2:30]O, predict the reaction product. The product is: [CH3:15][C:16]1[CH:21]=[C:20]([N+:22]([O-:24])=[O:23])[CH:19]=[C:18]([CH3:25])[C:17]=1[O:26][CH2:30][CH2:29][N:28]([CH3:32])[CH3:27]. (3) Given the reactants [Si:1]([O:8][C@H:9]1[C@H:13]2[O:14][CH2:15][C@@H:16]([O:17][C:18]3[N:40]([CH2:41][O:42][CH2:43][CH2:44][Si:45]([CH3:48])([CH3:47])[CH3:46])[C:21]4=[N:22][C:23]([C:27]5[CH:32]=[CH:31][C:30]([C@@H:33]6[CH2:38][CH2:37][C@H:36]([NH2:39])[CH2:35][CH2:34]6)=[CH:29][CH:28]=5)=[C:24]([Cl:26])[CH:25]=[C:20]4[N:19]=3)[C@H:12]2[O:11][CH2:10]1)([C:4]([CH3:7])([CH3:6])[CH3:5])([CH3:3])[CH3:2].Cl[C:50]([O:52][CH:53]([CH3:55])[CH3:54])=[O:51], predict the reaction product. The product is: [Si:1]([O:8][C@H:9]1[C@H:13]2[O:14][CH2:15][C@@H:16]([O:17][C:18]3[N:40]([CH2:41][O:42][CH2:43][CH2:44][Si:45]([CH3:48])([CH3:47])[CH3:46])[C:21]4=[N:22][C:23]([C:27]5[CH:32]=[CH:31][C:30]([C@@H:33]6[CH2:38][CH2:37][C@H:36]([NH:39][C:50](=[O:51])[O:52][CH:53]([CH3:55])[CH3:54])[CH2:35][CH2:34]6)=[CH:29][CH:28]=5)=[C:24]([Cl:26])[CH:25]=[C:20]4[N:19]=3)[C@H:12]2[O:11][CH2:10]1)([C:4]([CH3:6])([CH3:7])[CH3:5])([CH3:3])[CH3:2]. (4) The product is: [CH:10]([N:8]1[CH2:9][CH:6]([O:5][CH2:23]/[C:24](/[CH3:25])=[CH:27]/[CH3:28])[CH2:7]1)([C:17]1[CH:22]=[CH:21][CH:20]=[CH:19][CH:18]=1)[C:11]1[CH:16]=[CH:15][CH:14]=[CH:13][CH:12]=1. Given the reactants CS([O:5][CH:6]1[CH2:9][N:8]([CH:10]([C:17]2[CH:22]=[CH:21][CH:20]=[CH:19][CH:18]=2)[C:11]2[CH:16]=[CH:15][CH:14]=[CH:13][CH:12]=2)[CH2:7]1)(=O)=O.[CH3:23]/[C:24](=[CH:27]\[CH3:28])/[CH2:25]O, predict the reaction product. (5) Given the reactants P(Cl)(Cl)(Cl)=O.[C:6]([C:10]1[N:11]=[C:12]([NH:15][C:16]([C:18]2[CH:35]=[CH:34][N:21]3[C:22](=[O:33])[CH:23]=[C:24]([N:26]4[CH2:31][CH2:30][CH2:29][C@@H:28]([OH:32])[CH2:27]4)[N:25]=[C:20]3[CH:19]=2)=[O:17])[S:13][CH:14]=1)([CH3:9])([CH3:8])[CH3:7].[C:36](=[O:39])([O-])O.[Na+].[C:41]([O:45][C:46]([CH:48]=P(C1C=CC=CC=1)(C1C=CC=CC=1)C1C=CC=CC=1)=[O:47])([CH3:44])([CH3:43])[CH3:42].[CH3:68]N(C)C=O, predict the reaction product. The product is: [C:41]([O:45][C:46](=[O:47])/[CH:48]=[CH:68]/[C:23]1[C:22](=[O:33])[N:21]2[CH:34]=[CH:35][C:18]([C:16]([NH:15][C:12]3[S:13][CH:14]=[C:10]([C:6]([CH3:9])([CH3:7])[CH3:8])[N:11]=3)=[O:17])=[CH:19][C:20]2=[N:25][C:24]=1[N:26]1[CH2:31][CH2:30][CH2:29][C@@H:28]([O:32][CH:36]=[O:39])[CH2:27]1)([CH3:42])([CH3:43])[CH3:44].